Dataset: Full USPTO retrosynthesis dataset with 1.9M reactions from patents (1976-2016). Task: Predict the reactants needed to synthesize the given product. (1) Given the product [CH:24]1([NH:27][C:19](=[O:21])[C:18]2[CH:22]=[CH:23][C:15]([O:14][CH2:13][C:3]3[C:4]([C:7]4[CH:12]=[CH:11][N:10]=[CH:9][N:8]=4)=[N:5][O:6][C:2]=3[CH3:1])=[N:16][CH:17]=2)[CH2:26][CH2:25]1, predict the reactants needed to synthesize it. The reactants are: [CH3:1][C:2]1[O:6][N:5]=[C:4]([C:7]2[CH:12]=[CH:11][N:10]=[CH:9][N:8]=2)[C:3]=1[CH2:13][O:14][C:15]1[CH:23]=[CH:22][C:18]([C:19]([OH:21])=O)=[CH:17][N:16]=1.[CH:24]1([NH2:27])[CH2:26][CH2:25]1. (2) Given the product [CH3:24][O:23][C:20]1[CH:21]=[CH:22][C:17]([N:3]2[CH:4]=[CH:5][C:6]3[C:11](=[CH:10][C:9]([C:12]([O:14][CH3:15])=[O:13])=[CH:8][CH:7]=3)[C:2]2=[O:1])=[CH:18][CH:19]=1, predict the reactants needed to synthesize it. The reactants are: [O:1]=[C:2]1[C:11]2[C:6](=[CH:7][CH:8]=[C:9]([C:12]([O:14][CH3:15])=[O:13])[CH:10]=2)[CH:5]=[CH:4][NH:3]1.Br[C:17]1[CH:22]=[CH:21][C:20]([O:23][CH3:24])=[CH:19][CH:18]=1.N1CCC[C@H]1C(O)=O.C(=O)([O-])[O-].[K+].[K+]. (3) Given the product [CH2:5]([O:12][C:13]1[CH:14]=[C:15]([C:26]([F:27])([F:28])[F:29])[C:16]([NH2:23])=[C:17]([C:19]([F:20])([F:21])[F:22])[CH:18]=1)[C:6]1[CH:7]=[CH:8][CH:9]=[CH:10][CH:11]=1, predict the reactants needed to synthesize it. The reactants are: C(O)(C)C.[CH2:5]([O:12][C:13]1[CH:18]=[C:17]([C:19]([F:22])([F:21])[F:20])[C:16]([N+:23]([O-])=O)=[C:15]([C:26]([F:29])([F:28])[F:27])[CH:14]=1)[C:6]1[CH:11]=[CH:10][CH:9]=[CH:8][CH:7]=1.S(S([O-])=O)([O-])=O.[Na+].[Na+]. (4) Given the product [CH2:4]([O:6][C:7]([C:9]1[C:10]([CH3:20])=[CH:11][N:12]2[CH:16]=[CH:15][S:14][C:13]=12)=[O:8])[CH3:5], predict the reactants needed to synthesize it. The reactants are: C[Zn]C.[CH2:4]([O:6][C:7]([C:9]1[C:10](Br)=[CH:11][N:12]2[CH:16]=[CH:15][S:14][C:13]=12)=[O:8])[CH3:5].CO.[CH3:20]C(OC)(C)C. (5) Given the product [O:21]1[C:17]2[CH:16]=[C:15]([N:5]([CH2:6][CH2:7][C:8]3[CH:13]=[CH:12][C:11]([F:14])=[CH:10][CH:9]=3)[C:3](=[O:4])[CH2:2][N:26]3[C:27]4[CH:33]=[CH:32][CH:31]=[CH:30][C:28]=4[N:29]=[C:25]3[CH3:24])[CH:23]=[CH:22][C:18]=2[CH2:19][CH2:20]1, predict the reactants needed to synthesize it. The reactants are: Br[CH2:2][C:3]([N:5]([C:15]1[CH:23]=[CH:22][C:18]2[CH2:19][CH2:20][O:21][C:17]=2[CH:16]=1)[CH2:6][CH2:7][C:8]1[CH:13]=[CH:12][C:11]([F:14])=[CH:10][CH:9]=1)=[O:4].[CH3:24][C:25]1[NH:26][C:27]2[CH:33]=[CH:32][CH:31]=[CH:30][C:28]=2[N:29]=1. (6) The reactants are: Cl[C:2]1[CH:3]=[CH:4][C:5]([N+:9]([O-:11])=[O:10])=[C:6]([CH:8]=1)[NH2:7].[CH3:12][O:13][CH2:14][CH2:15][NH2:16].C(=O)([O-])[O-].[K+].[K+].O. Given the product [CH3:12][O:13][CH2:14][CH2:15][NH:16][C:2]1[CH:3]=[CH:4][C:5]([N+:9]([O-:11])=[O:10])=[C:6]([NH2:7])[CH:8]=1, predict the reactants needed to synthesize it.